Dataset: Full USPTO retrosynthesis dataset with 1.9M reactions from patents (1976-2016). Task: Predict the reactants needed to synthesize the given product. (1) Given the product [C:12]([O:16][C:17]([N:19]1[CH2:24][CH2:23][N:22]([C:4]2[N:3]=[C:2]([Cl:1])[N:10]=[C:9]3[C:5]=2[N:6]=[CH:7][NH:8]3)[CH2:21][CH2:20]1)=[O:18])([CH3:15])([CH3:13])[CH3:14], predict the reactants needed to synthesize it. The reactants are: [Cl:1][C:2]1[N:10]=[C:9]2[C:5]([NH:6][CH:7]=[N:8]2)=[C:4](Cl)[N:3]=1.[C:12]([O:16][C:17]([N:19]1[CH2:24][CH2:23][NH:22][CH2:21][CH2:20]1)=[O:18])([CH3:15])([CH3:14])[CH3:13].C(N(CC)CC)C.O. (2) Given the product [NH2:12][C@H:9]([C:6]1[CH:7]=[CH:8][C:3]([O:2][CH3:1])=[CH:4][CH:5]=1)[CH2:10][OH:11], predict the reactants needed to synthesize it. The reactants are: [CH3:1][O:2][C:3]1[CH:8]=[CH:7][C:6]([C@@H:9]([NH:12]C(=O)OC(C)(C)C)[CH2:10][OH:11])=[CH:5][CH:4]=1.[OH-].[Na+].